Task: Predict the reaction yield, written as a fraction of the theoretical maximum amount of product (1.0 means a 100% yield; for example, 0.34 means a 34% yield).. Dataset: Reaction yield outcomes from USPTO patents with 853,638 reactions (1) The reactants are [C:1]([O:5][C:6]([N:8]1[CH2:13][CH2:12][CH:11]([OH:14])[CH2:10][CH2:9]1)=[O:7])([CH3:4])([CH3:3])[CH3:2].C(N(CC)CC)C.[CH3:22][S:23](Cl)(=[O:25])=[O:24]. The catalyst is C1COCC1. The product is [C:1]([O:5][C:6]([N:8]1[CH2:13][CH2:12][CH:11]([O:14][S:23]([CH3:22])(=[O:25])=[O:24])[CH2:10][CH2:9]1)=[O:7])([CH3:4])([CH3:2])[CH3:3]. The yield is 0.903. (2) The reactants are [OH:1][CH2:2][C:3]1([C:18]2[CH:23]=[C:22]([C:24]([F:27])([F:26])[F:25])[CH:21]=[CH:20][C:19]=2O)[C:11]2[C:6](=[CH:7][CH:8]=[CH:9][CH:10]=2)[N:5]([CH2:12][CH2:13][CH2:14][CH2:15][CH3:16])[C:4]1=[O:17].C1(CCN2C3C(=CC=CC=3)C(C3C(O)=CC4OCOC=4C=3)(CO)C2=O)CC1. No catalyst specified. The product is [CH2:12]([N:5]1[C:6]2[C:11](=[CH:10][CH:9]=[CH:8][CH:7]=2)[C:3]2([C:18]3[CH:23]=[C:22]([C:24]([F:25])([F:26])[F:27])[CH:21]=[CH:20][C:19]=3[O:1][CH2:2]2)[C:4]1=[O:17])[CH2:13][CH2:14][CH2:15][CH3:16]. The yield is 0.270. (3) The reactants are C(N[C:10]1[CH:41]=[CH:40][N:13]([C@@H:14]2[O:29][C@H:18]([CH:19]([C:21](=[O:28])[C:22]3[CH:27]=[CH:26][CH:25]=[CH:24][CH:23]=3)[OH:20])[C@@:16]([C:30](=[O:37])[C:31]3[CH:36]=[CH:35][CH:34]=[CH:33][CH:32]=3)([OH:17])[C@:15]2([F:39])[CH3:38])[C:12](=[O:42])[N:11]=1)(=O)C1C=CC=CC=1.CC(O)=[O:45]. No catalyst specified. The product is [C:30]([C@@:16]1([OH:17])[C@@H:18]([CH:19]([C:21](=[O:28])[C:22]2[CH:27]=[CH:26][CH:25]=[CH:24][CH:23]=2)[OH:20])[O:29][C@@H:14]([N:13]2[CH:40]=[CH:41][C:10](=[O:45])[NH:11][C:12]2=[O:42])[C@@:15]1([F:39])[CH3:38])(=[O:37])[C:31]1[CH:36]=[CH:35][CH:34]=[CH:33][CH:32]=1. The yield is 0.910.